Task: Regression. Given two drug SMILES strings and cell line genomic features, predict the synergy score measuring deviation from expected non-interaction effect.. Dataset: NCI-60 drug combinations with 297,098 pairs across 59 cell lines (1) Synergy scores: CSS=36.0, Synergy_ZIP=-13.4, Synergy_Bliss=-20.6, Synergy_Loewe=-19.4, Synergy_HSA=-13.3. Drug 2: CC12CCC3C(C1CCC2O)C(CC4=C3C=CC(=C4)O)CCCCCCCCCS(=O)CCCC(C(F)(F)F)(F)F. Drug 1: CC1=C(N=C(N=C1N)C(CC(=O)N)NCC(C(=O)N)N)C(=O)NC(C(C2=CN=CN2)OC3C(C(C(C(O3)CO)O)O)OC4C(C(C(C(O4)CO)O)OC(=O)N)O)C(=O)NC(C)C(C(C)C(=O)NC(C(C)O)C(=O)NCCC5=NC(=CS5)C6=NC(=CS6)C(=O)NCCC[S+](C)C)O. Cell line: HOP-92. (2) Drug 1: CCC1(CC2CC(C3=C(CCN(C2)C1)C4=CC=CC=C4N3)(C5=C(C=C6C(=C5)C78CCN9C7C(C=CC9)(C(C(C8N6C=O)(C(=O)OC)O)OC(=O)C)CC)OC)C(=O)OC)O.OS(=O)(=O)O. Drug 2: C(CN)CNCCSP(=O)(O)O. Cell line: MALME-3M. Synergy scores: CSS=15.0, Synergy_ZIP=-8.42, Synergy_Bliss=-4.71, Synergy_Loewe=-33.2, Synergy_HSA=-3.95. (3) Drug 1: C1=CC(=CC=C1CC(C(=O)O)N)N(CCCl)CCCl.Cl. Drug 2: C1CN(P(=O)(OC1)NCCCl)CCCl. Cell line: OVCAR-4. Synergy scores: CSS=-2.61, Synergy_ZIP=1.000, Synergy_Bliss=-0.829, Synergy_Loewe=-4.58, Synergy_HSA=-4.57.